This data is from Forward reaction prediction with 1.9M reactions from USPTO patents (1976-2016). The task is: Predict the product of the given reaction. (1) Given the reactants [CH3:1][C:2]([OH:6])([C:4]#[CH:5])[CH3:3].[Si:7](OS(C(F)(F)F)(=O)=O)([C:10]([CH3:13])([CH3:12])[CH3:11])([CH3:9])[CH3:8], predict the reaction product. The product is: [C:10]([Si:7]([O:6][C:2]([CH3:3])([CH3:1])[C:4]#[CH:5])([CH3:9])[CH3:8])([CH3:13])([CH3:12])[CH3:11]. (2) The product is: [Si:17]([O:16][CH2:15][C:14]([NH:13][C:11]([C:10]1[C:4]2[C:5](=[N:6][CH:7]=[C:2]([C:32]3[C:33]4[C:38](=[CH:37][C:36]([CH3:39])=[CH:35][CH:34]=4)[N:30]([CH2:29][CH2:28][N:27]([CH3:26])[CH3:53])[N:31]=3)[N:3]=2)[NH:8][CH:9]=1)=[O:12])([CH3:25])[CH3:24])([C:20]([CH3:23])([CH3:22])[CH3:21])([CH3:19])[CH3:18]. Given the reactants Br[C:2]1[N:3]=[C:4]2[C:10]([C:11]([NH:13][C:14]([CH3:25])([CH3:24])[CH2:15][O:16][Si:17]([C:20]([CH3:23])([CH3:22])[CH3:21])([CH3:19])[CH3:18])=[O:12])=[CH:9][NH:8][C:5]2=[N:6][CH:7]=1.[CH3:26][N:27]([CH3:53])[CH2:28][CH2:29][N:30]1[C:38]2[C:33](=[CH:34][CH:35]=[C:36]([CH3:39])[CH:37]=2)[C:32]([Sn](CCCC)(CCCC)CCCC)=[N:31]1, predict the reaction product. (3) Given the reactants [Cl:1][C:2]1[CH:3]=[C:4](OS([C:26]([F:29])([F:28])[F:27])(=O)=O)[CH:5]=[C:6]([Cl:21])[C:7]=1[CH2:8][C@@H:9]1[CH2:13][CH2:12][N:11]([N:14]2[CH2:19][CH2:18][O:17][CH2:16][CH2:15]2)[C:10]1=[O:20].[F:30][C:31]1[CH:36]=[CH:35][C:34](B(O)O)=[CH:33][CH:32]=1.[C:40](=O)([O-:42])[O-:41].[Na+].[Na+], predict the reaction product. The product is: [F:29][C:26]([F:27])([F:28])[C:40]([OH:42])=[O:41].[Cl:1][C:2]1[CH:3]=[C:4]([C:34]2[CH:35]=[CH:36][C:31]([F:30])=[CH:32][CH:33]=2)[CH:5]=[C:6]([Cl:21])[C:7]=1[CH2:8][C@@H:9]1[CH2:13][CH2:12][N:11]([N:14]2[CH2:19][CH2:18][O:17][CH2:16][CH2:15]2)[C:10]1=[O:20]. (4) Given the reactants Br[CH2:2][C:3]([C:5]1[O:6][C:7]2[C:13]([CH3:14])=[C:12]([CH3:15])[C:11]([O:16]C(=O)C)=[CH:10][C:8]=2[CH:9]=1)=[O:4].[CH3:20][NH:21][CH:22](O)[CH3:23].C(=O)([O-])[O-:26].[K+].[K+].O, predict the reaction product. The product is: [OH:16][C:11]1[C:12]([CH3:15])=[C:13]([CH3:14])[C:7]2[O:6][C:5]([C:3]3([OH:4])[O:26][CH2:23][CH2:22][N:21]([CH3:20])[CH2:2]3)=[CH:9][C:8]=2[CH:10]=1. (5) Given the reactants [CH3:1][C@H:2]1[NH:7][C@H:6]([CH3:8])[CH2:5][N:4]([C:9]([O:11][CH2:12][C:13]2[CH:18]=[CH:17][CH:16]=[CH:15][CH:14]=2)=[O:10])[CH2:3]1.C(N(C(C)C)CC)(C)C.[C:28]([C:32]1[CH:37]=[CH:36][C:35]([S:38](Cl)(=[O:40])=[O:39])=[CH:34][CH:33]=1)([CH3:31])([CH3:30])[CH3:29], predict the reaction product. The product is: [C:28]([C:32]1[CH:37]=[CH:36][C:35]([S:38]([N:7]2[C@@H:2]([CH3:1])[CH2:3][N:4]([C:9]([O:11][CH2:12][C:13]3[CH:18]=[CH:17][CH:16]=[CH:15][CH:14]=3)=[O:10])[CH2:5][C@@H:6]2[CH3:8])(=[O:40])=[O:39])=[CH:34][CH:33]=1)([CH3:31])([CH3:29])[CH3:30]. (6) The product is: [Br:1][C:2]1[CH:3]=[C:4]2[C:17](=[CH:18][N:19]=1)[N:14]([CH:16]1[CH2:25][CH2:26][CH2:21][CH2:22][CH2:23]1)[CH:13]=[C:7]([C:8]([O:10][CH2:11][CH3:12])=[O:9])[C:5]2=[O:6]. Given the reactants [Br:1][C:2]1[CH:3]=[C:4]([C:17](F)=[CH:18][N:19]=1)[C:5]([C:7](=[CH:13][N:14]([CH3:16])C)[C:8]([O:10][CH2:11][CH3:12])=[O:9])=[O:6].[CH:21]1(N)[CH2:26][CH2:25]C[CH2:23][CH2:22]1.C(=O)([O-])[O-].[K+].[K+], predict the reaction product. (7) The product is: [C:23]([O:12][C:11](=[O:13])[C:10]([NH:15][C:16]([O:18][C:19]([CH3:22])([CH3:21])[CH3:20])=[O:17])([CH3:14])[CH2:9][O:8][CH2:1][C:2]1[CH:3]=[CH:4][CH:5]=[CH:6][CH:7]=1)([CH3:26])([CH3:25])[CH3:24]. Given the reactants [CH2:1]([O:8][CH2:9][C:10]([NH:15][C:16]([O:18][C:19]([CH3:22])([CH3:21])[CH3:20])=[O:17])([CH3:14])[C:11]([OH:13])=[O:12])[C:2]1[CH:7]=[CH:6][CH:5]=[CH:4][CH:3]=1.[C:23](OC(=N)C(Cl)(Cl)Cl)([CH3:26])([CH3:25])[CH3:24], predict the reaction product. (8) Given the reactants [CH:1]1([NH:4][C:5](=[O:24])[C:6]([NH:8][C:9]2[C:10]([NH:15][C:16]3[CH:21]=[CH:20][C:19]([CH3:22])=[C:18]([F:23])[CH:17]=3)=[N:11][CH:12]=[CH:13][CH:14]=2)=O)[CH2:3][CH2:2]1.C(O)CO, predict the reaction product. The product is: [CH:1]1([NH:4][C:5]([C:6]2[N:15]([C:16]3[CH:21]=[CH:20][C:19]([CH3:22])=[C:18]([F:23])[CH:17]=3)[C:10]3=[N:11][CH:12]=[CH:13][CH:14]=[C:9]3[N:8]=2)=[O:24])[CH2:3][CH2:2]1. (9) Given the reactants [Cl:1][C:2]1[C:3]([CH:17]=[CH2:18])=[N:4][CH:5]=[C:6]([CH2:8][O:9][Si](C(C)(C)C)(C)C)[CH:7]=1.CCCC[N+](CCCC)(CCCC)CCCC.[F-], predict the reaction product. The product is: [Cl:1][C:2]1[CH:7]=[C:6]([CH2:8][OH:9])[CH:5]=[N:4][C:3]=1[CH:17]=[CH2:18].